Dataset: Reaction yield outcomes from USPTO patents with 853,638 reactions. Task: Predict the reaction yield, written as a fraction of the theoretical maximum amount of product (1.0 means a 100% yield; for example, 0.34 means a 34% yield). The product is [CH:19]([NH:18][CH:15]=[S:30])=[S:20].[C:37]1([NH2:38])[CH:36]=[CH:35][CH:34]=[CH:44][C:43]=1[NH2:42]. The yield is 0.700. The reactants are CN1C(=O)CCC1.[NH:18]([C:15]1C=C[C:15]([NH:18][C:19](N)=[S:20])=CC=1)[C:19](N)=[S:20].C1(N=C=S)C=CC(N=C=[S:30])=CC=1.[CH2:34]1[CH2:44][CH2:43][N:42]2[C:37](=[N:38]CCC2)[CH2:36][CH2:35]1. The catalyst is C(O)C.